Dataset: Catalyst prediction with 721,799 reactions and 888 catalyst types from USPTO. Task: Predict which catalyst facilitates the given reaction. The catalyst class is: 7. Product: [CH3:1][N:2]1[CH2:3][CH:4]=[C:5]([CH:8]=[O:9])[CH2:6][CH2:7]1. Reactant: [CH3:1][N:2]1[CH2:7][CH:6]=[C:5]([C:8](OCC)=[O:9])[CH2:4][CH2:3]1.[H-].[Al+3].[Li+].[H-].[H-].[H-].O.O.O.O.O.O.O.O.O.O.S([O-])([O-])(=O)=O.[Na+].[Na+].